Dataset: Forward reaction prediction with 1.9M reactions from USPTO patents (1976-2016). Task: Predict the product of the given reaction. (1) Given the reactants [CH2:1]([OH:4])[CH2:2][OH:3].N#N.N1C=CN=C1.[Si:12](Cl)([C:15]([CH3:18])([CH3:17])[CH3:16])([CH3:14])[CH3:13], predict the reaction product. The product is: [C:15]([Si:12]([CH3:14])([CH3:13])[O:3][CH2:2][CH2:1][OH:4])([CH3:18])([CH3:17])[CH3:16]. (2) Given the reactants [CH3:1][C:2]1[N:3]([C:20]2[C:25]([CH3:26])=[CH:24][C:23]([CH3:27])=[CH:22][C:21]=2[CH3:28])[C:4]2[C:9]([N:10]=1)=[C:8]([NH:11]CC1C=CC=CC=1)[CH:7]=[C:6]([CH3:19])[N:5]=2, predict the reaction product. The product is: [CH3:1][C:2]1[N:3]([C:20]2[C:25]([CH3:26])=[CH:24][C:23]([CH3:27])=[CH:22][C:21]=2[CH3:28])[C:4]2[C:9]([N:10]=1)=[C:8]([NH2:11])[CH:7]=[C:6]([CH3:19])[N:5]=2. (3) Given the reactants [CH2:1]([N:6]1[C:14]2[N:13]=[CH:12][NH:11][C:10]=2[C:9]2=[N:15][N:16]=[CH:17][N:8]2[C:7]1=[O:18])[CH2:2][CH2:3][CH2:4][CH3:5].[Br:19]N1C(=O)CCC1=O, predict the reaction product. The product is: [Br:19][C:12]1[NH:11][C:10]2[C:9]3=[N:15][N:16]=[CH:17][N:8]3[C:7](=[O:18])[N:6]([CH2:1][CH2:2][CH2:3][CH2:4][CH3:5])[C:14]=2[N:13]=1. (4) The product is: [C:23]1([C:15]2[CH:16]=[CH:17][CH:22]=[CH:21][CH:20]=2)[CH:24]=[CH:25][CH:26]=[CH:27][CH:28]=1.[C:61]([C:60](=[P:58]([C:52]1[CH:57]=[CH:56][CH:55]=[CH:54][CH:53]=1)=[O:59])[C:36]([C:33]1([NH:32][C:31]([NH:30][C@@:15]([C:4]2[CH:5]=[C:6]([O:8][C:9]([F:13])([F:14])[CH:10]([F:11])[F:12])[CH:7]=[C:2]([F:1])[CH:3]=2)([C:23]2[CH:24]=[CH:25][C:26]([F:29])=[CH:27][CH:28]=2)[CH2:16][C:17]2[CH:18]=[CH:19][CH:20]=[CH:21][CH:22]=2)=[O:39])[CH2:34][CH2:35]1)=[O:38])#[N:62]. Given the reactants [F:1][C:2]1[CH:3]=[C:4]([C@:15]([NH:30][C:31](=[O:39])[NH:32][C:33]2([C:36]([OH:38])=O)[CH2:35][CH2:34]2)([C:23]2[CH:28]=[CH:27][C:26]([F:29])=[CH:25][CH:24]=2)[CH2:16][C:17]2[CH:22]=[CH:21][CH:20]=[CH:19][CH:18]=2)[CH:5]=[C:6]([O:8][C:9]([F:14])([F:13])[CH:10]([F:12])[F:11])[CH:7]=1.C1(C2C=CC=CC=2)C=CC=CC=1.[C:52]1([P:58](=[CH:60][C:61]#[N:62])=[O:59])[CH:57]=[CH:56][CH:55]=[CH:54][CH:53]=1.CCN=C=NCCCN(C)C, predict the reaction product. (5) Given the reactants [CH2:1]([NH:8][C:9](=O)[C:10](F)(F)F)[C:2]1[CH:7]=[CH:6][CH:5]=[CH:4][CH:3]=1.[O-]P([O-])([O-])=O.[K+].[K+].[K+].I[C:24]1[CH:29]=CC=[CH:26][CH:25]=1.C(O)CO.CCCCCCCCCCCC.N, predict the reaction product. The product is: [C:9]1([NH:8][CH2:1][C:2]2[CH:7]=[CH:6][CH:5]=[CH:4][CH:3]=2)[CH:10]=[CH:26][CH:25]=[CH:24][CH:29]=1. (6) The product is: [CH2:1]([C@H:8]1[CH2:13][C@@H:12]([C:14]2[O:18][NH:17][C:16](=[O:19])[CH:15]=2)[CH2:11][CH2:10][NH:9]1)[C:2]1[CH:3]=[CH:4][CH:5]=[CH:6][CH:7]=1. Given the reactants [CH2:1]([C@H:8]1[CH2:13][C@@H:12]([C:14]2[O:18][NH:17][C:16](=[O:19])[CH:15]=2)[CH2:11][CH2:10][N:9]1C(OC)=O)[C:2]1[CH:7]=[CH:6][CH:5]=[CH:4][CH:3]=1, predict the reaction product. (7) Given the reactants [N+:1]([C:4]1[CH:5]=[C:6]([S:10]([N:13]2[C:18]3[CH:19]=[CH:20][CH:21]=[CH:22][C:17]=3[O:16][CH2:15][CH:14]2[CH2:23][OH:24])(=[O:12])=[O:11])[CH:7]=[CH:8][CH:9]=1)([O-:3])=[O:2].C(N(CC)CC)C.[C:32]([Si:36](Cl)([CH3:38])[CH3:37])([CH3:35])([CH3:34])[CH3:33].O, predict the reaction product. The product is: [Si:36]([O:24][CH2:23][CH:14]1[N:13]([S:10]([C:6]2[CH:7]=[CH:8][CH:9]=[C:4]([N+:1]([O-:3])=[O:2])[CH:5]=2)(=[O:12])=[O:11])[C:18]2[CH:19]=[CH:20][CH:21]=[CH:22][C:17]=2[O:16][CH2:15]1)([C:32]([CH3:35])([CH3:34])[CH3:33])([CH3:38])[CH3:37]. (8) Given the reactants Cl.[CH3:2][O:3][C:4](=[O:17])[CH:5]([NH2:16])[CH2:6][CH2:7][CH2:8][C:9]([F:15])([F:14])[C:10]([F:13])([F:12])[F:11].C(=O)([O-])[O-].[K+].[K+].[C:24](Cl)(=[O:33])[O:25][CH2:26][C:27]1[CH:32]=[CH:31][CH:30]=[CH:29][CH:28]=1, predict the reaction product. The product is: [CH3:2][O:3][C:4](=[O:17])[CH:5]([NH:16][C:24]([O:25][CH2:26][C:27]1[CH:32]=[CH:31][CH:30]=[CH:29][CH:28]=1)=[O:33])[CH2:6][CH2:7][CH2:8][C:9]([F:14])([F:15])[C:10]([F:11])([F:12])[F:13]. (9) Given the reactants Br[C:2]1[CH:3]=[C:4]([CH:8]2[CH2:17][C:16]([CH3:19])([CH3:18])[C:15]3[C:10](=[C:11]([CH3:22])[CH:12]=[C:13]([C:20]#[N:21])[CH:14]=3)[NH:9]2)[CH:5]=[CH:6][CH:7]=1.[NH2:23][C:24]([CH3:29])([CH3:28])[C:25]([OH:27])=[O:26].C(=O)([O-])[O-].[K+].[K+], predict the reaction product. The product is: [C:20]([C:13]1[CH:14]=[C:15]2[C:10](=[C:11]([CH3:22])[CH:12]=1)[NH:9][CH:8]([C:4]1[CH:3]=[C:2]([NH:23][C:24]([CH3:29])([CH3:28])[C:25]([OH:27])=[O:26])[CH:7]=[CH:6][CH:5]=1)[CH2:17][C:16]2([CH3:19])[CH3:18])#[N:21]. (10) Given the reactants [CH2:1]([C:5]1[NH:23][C:8]2=[C:9]([C:21]#[N:22])[C:10]([CH3:20])=[C:11]([C:14]3[CH:19]=[CH:18][CH:17]=[CH:16][CH:15]=3)[C:12](=O)[N:7]2[N:6]=1)[CH2:2][CH2:3][CH3:4].P(Cl)(Cl)([Cl:26])=O, predict the reaction product. The product is: [CH2:1]([C:5]1[N:23]=[C:8]2[C:9]([C:21]#[N:22])=[C:10]([CH3:20])[C:11]([C:14]3[CH:19]=[CH:18][CH:17]=[CH:16][CH:15]=3)=[C:12]([Cl:26])[N:7]2[N:6]=1)[CH2:2][CH2:3][CH3:4].